This data is from Full USPTO retrosynthesis dataset with 1.9M reactions from patents (1976-2016). The task is: Predict the reactants needed to synthesize the given product. (1) Given the product [OH:27][C:28]([CH3:33])([CH3:32])[C:29]([NH:1][CH2:2][CH:3]1[CH2:8][CH2:7][C:6]2[C:9]3[C:14]([NH:15][C:16]4[CH:25]=[CH:24][C:19]5[NH:20][C:21](=[O:23])[S:22][C:18]=5[CH:17]=4)=[N:13][CH:12]=[N:11][C:10]=3[S:26][C:5]=2[CH2:4]1)=[O:30], predict the reactants needed to synthesize it. The reactants are: [NH2:1][CH2:2][CH:3]1[CH2:8][CH2:7][C:6]2[C:9]3[C:14]([NH:15][C:16]4[CH:25]=[CH:24][C:19]5[NH:20][C:21](=[O:23])[S:22][C:18]=5[CH:17]=4)=[N:13][CH:12]=[N:11][C:10]=3[S:26][C:5]=2[CH2:4]1.[OH:27][C:28]([CH3:33])([CH3:32])[C:29](O)=[O:30]. (2) The reactants are: [OH:1][CH2:2][C:3]1[CH:8]=[CH:7][C:6](B(O)O)=[CH:5][CH:4]=1.[Br:12][C:13]1[CH:18]=[CH:17][C:16](I)=[C:15]([Cl:20])[CH:14]=1. Given the product [Br:12][C:13]1[CH:18]=[CH:17][C:16]([C:6]2[CH:7]=[CH:8][C:3]([CH2:2][OH:1])=[CH:4][CH:5]=2)=[C:15]([Cl:20])[CH:14]=1, predict the reactants needed to synthesize it. (3) Given the product [CH:6]1([CH2:5][C@H:2]([NH:1][C:41]([C:39]2[CH:38]=[CH:37][C:30]3[N:31]([CH:32]([CH2:33][CH3:34])[CH2:35][CH3:36])[C:27]([CH2:26][CH:21]4[CH2:25][CH2:24][CH2:23][CH2:22]4)=[N:28][C:29]=3[CH:40]=2)=[O:42])[CH2:3][OH:4])[CH2:11][CH2:10][CH2:9][CH2:8][CH2:7]1, predict the reactants needed to synthesize it. The reactants are: [NH2:1][C@@H:2]([CH2:5][CH:6]1[CH2:11][CH2:10][CH2:9][CH2:8][CH2:7]1)[CH2:3][OH:4].CCN(C(C)C)C(C)C.[CH:21]1([CH2:26][C:27]2[N:31]([CH:32]([CH2:35][CH3:36])[CH2:33][CH3:34])[C:30]3[CH:37]=[CH:38][C:39]([C:41](Cl)=[O:42])=[CH:40][C:29]=3[N:28]=2)[CH2:25][CH2:24][CH2:23][CH2:22]1. (4) The reactants are: [NH2:1][C:2]1[CH:10]=[CH:9][C:8]([Cl:11])=[CH:7][C:3]=1[C:4]([OH:6])=O.O=S(Cl)Cl.[Cl:16][C:17]1[CH:23]=[CH:22][CH:21]=[CH:20][C:18]=1[NH2:19]. Given the product [NH2:1][C:2]1[CH:10]=[CH:9][C:8]([Cl:11])=[CH:7][C:3]=1[C:4]([NH:19][C:18]1[CH:20]=[CH:21][CH:22]=[CH:23][C:17]=1[Cl:16])=[O:6], predict the reactants needed to synthesize it.